From a dataset of Catalyst prediction with 721,799 reactions and 888 catalyst types from USPTO. Predict which catalyst facilitates the given reaction. (1) Reactant: [CH3:1][O:2][CH:3]([CH2:6][CH:7]([C:12]1[CH:17]=[CH:16][CH:15]=[CH:14][C:13]=1[CH2:18][CH2:19][CH2:20][NH:21][C:22]([O:24][C:25]([CH3:28])([CH3:27])[CH3:26])=[O:23])[CH:8]([O:10][CH3:11])[CH3:9])[CH2:4]O.C1(P(C2C=CC=CC=2)C2C=CC=CC=2)C=CC=CC=1.[Br:48]NC(=O)CCC(N)=O. Product: [CH3:1][O:2][CH:3]([CH2:6][CH:7]([C:12]1[CH:17]=[CH:16][CH:15]=[CH:14][C:13]=1[CH2:18][CH2:19][CH2:20][NH:21][C:22]([O:24][C:25]([CH3:28])([CH3:27])[CH3:26])=[O:23])[CH:8]([O:10][CH3:11])[CH3:9])[CH2:4][Br:48]. The catalyst class is: 4. (2) Reactant: C(OC(=O)[NH:7][C:8]1[CH:13]=[CH:12][C:11]([C:14]([N:16]2[CH2:22][C:21]3([CH3:24])[CH2:23][CH:17]2[CH2:18][C:19]([CH3:26])([CH3:25])[CH2:20]3)=[O:15])=[CH:10][CH:9]=1)(C)(C)C.[H-].[Na+].C([O:34][C:35](=[O:38])[CH2:36]Br)(C)(C)C. Product: [CH3:24][C:21]12[CH2:23][CH:17]([N:16]([C:14]([C:11]3[CH:10]=[CH:9][C:8]([NH:7][CH2:36][C:35]([OH:38])=[O:34])=[CH:13][CH:12]=3)=[O:15])[CH2:22]1)[CH2:18][C:19]([CH3:25])([CH3:26])[CH2:20]2. The catalyst class is: 3. (3) Reactant: [Cl:1][C:2]1[CH:3]=[CH:4][C:5]([O:17][CH2:18][CH:19]([CH3:21])[CH3:20])=[C:6]([NH:8][C:9]2[S:10][CH:11]=[C:12]([C:14](O)=[O:15])[N:13]=2)[CH:7]=1.CC[N:24]=C=NCCCN(C)C.C(N(CC)CC)C.[NH4+].OC1C2N=NNC=2C=CC=1. Product: [Cl:1][C:2]1[CH:3]=[CH:4][C:5]([O:17][CH2:18][CH:19]([CH3:21])[CH3:20])=[C:6]([NH:8][C:9]2[S:10][CH:11]=[C:12]([C:14]([NH2:24])=[O:15])[N:13]=2)[CH:7]=1. The catalyst class is: 4. (4) Reactant: [NH2:1][CH2:2][CH2:3][O:4][CH2:5][CH2:6][O:7][CH2:8][CH2:9][NH:10][S:11]([C:14]1[CH:19]=[CH:18][CH:17]=[C:16]([CH:20]2[C:29]3[C:24](=[C:25]([Cl:31])[CH:26]=[C:27]([Cl:30])[CH:28]=3)[CH2:23][N:22]([CH3:32])[CH2:21]2)[CH:15]=1)(=[O:13])=[O:12].[CH2:33]([N:35]([CH2:38][CH3:39])[CH2:36][CH3:37])C.C(O[N:48]1[C:52](=[O:53])[CH2:51][CH2:50][C:49]1=[O:54])(=O)CCC([O-])=O. Product: [Cl:30][C:27]1[CH:28]=[C:29]2[C:24](=[C:25]([Cl:31])[CH:26]=1)[CH2:23][N:22]([CH3:32])[CH2:21][CH:20]2[C:16]1[CH:15]=[C:14]([S:11]([NH:10][CH2:9][CH2:8][O:7][CH2:6][CH2:5][O:4][CH2:3][CH2:2][NH:1][C:49](=[O:54])[CH2:50][CH2:51][C:52]([NH:48][CH2:2][CH2:3][O:4][CH2:5][CH2:6][O:7][CH2:8][CH2:9][NH:10][S:11]([C:14]2[CH:19]=[CH:18][CH:17]=[C:16]([CH:37]3[C:29]4[C:39](=[C:25]([Cl:31])[CH:26]=[C:27]([Cl:30])[CH:28]=4)[CH2:38][N:35]([CH3:33])[CH2:36]3)[CH:15]=2)(=[O:13])=[O:12])=[O:53])(=[O:13])=[O:12])[CH:19]=[CH:18][CH:17]=1. The catalyst class is: 3.